Dataset: NCI-60 drug combinations with 297,098 pairs across 59 cell lines. Task: Regression. Given two drug SMILES strings and cell line genomic features, predict the synergy score measuring deviation from expected non-interaction effect. (1) Drug 1: CC12CCC3C(C1CCC2O)C(CC4=C3C=CC(=C4)O)CCCCCCCCCS(=O)CCCC(C(F)(F)F)(F)F. Drug 2: CC(C)NC(=O)C1=CC=C(C=C1)CNNC.Cl. Cell line: MOLT-4. Synergy scores: CSS=-1.36, Synergy_ZIP=0.713, Synergy_Bliss=1.71, Synergy_Loewe=-0.169, Synergy_HSA=-0.657. (2) Drug 1: CC1C(C(CC(O1)OC2CC(CC3=C2C(=C4C(=C3O)C(=O)C5=C(C4=O)C(=CC=C5)OC)O)(C(=O)C)O)N)O.Cl. Drug 2: CC1=C(C(=O)C2=C(C1=O)N3CC4C(C3(C2COC(=O)N)OC)N4)N. Cell line: U251. Synergy scores: CSS=54.2, Synergy_ZIP=-0.674, Synergy_Bliss=-0.283, Synergy_Loewe=-16.6, Synergy_HSA=3.31. (3) Drug 1: CC1OCC2C(O1)C(C(C(O2)OC3C4COC(=O)C4C(C5=CC6=C(C=C35)OCO6)C7=CC(=C(C(=C7)OC)O)OC)O)O. Drug 2: B(C(CC(C)C)NC(=O)C(CC1=CC=CC=C1)NC(=O)C2=NC=CN=C2)(O)O. Cell line: HT29. Synergy scores: CSS=9.33, Synergy_ZIP=-2.48, Synergy_Bliss=1.42, Synergy_Loewe=0.697, Synergy_HSA=0.449. (4) Drug 1: CC1CCC2CC(C(=CC=CC=CC(CC(C(=O)C(C(C(=CC(C(=O)CC(OC(=O)C3CCCCN3C(=O)C(=O)C1(O2)O)C(C)CC4CCC(C(C4)OC)OCCO)C)C)O)OC)C)C)C)OC. Drug 2: CN1C2=C(C=C(C=C2)N(CCCl)CCCl)N=C1CCCC(=O)O.Cl. Cell line: SK-MEL-28. Synergy scores: CSS=15.9, Synergy_ZIP=-3.98, Synergy_Bliss=-0.121, Synergy_Loewe=-55.5, Synergy_HSA=-0.521. (5) Drug 1: CNC(=O)C1=NC=CC(=C1)OC2=CC=C(C=C2)NC(=O)NC3=CC(=C(C=C3)Cl)C(F)(F)F. Drug 2: CN(CCCl)CCCl.Cl. Cell line: K-562. Synergy scores: CSS=25.3, Synergy_ZIP=-13.0, Synergy_Bliss=-15.8, Synergy_Loewe=-15.3, Synergy_HSA=-7.57. (6) Drug 1: C1CC(=O)NC(=O)C1N2C(=O)C3=CC=CC=C3C2=O. Drug 2: CC12CCC3C(C1CCC2OP(=O)(O)O)CCC4=C3C=CC(=C4)OC(=O)N(CCCl)CCCl.[Na+]. Cell line: RPMI-8226. Synergy scores: CSS=7.04, Synergy_ZIP=-2.14, Synergy_Bliss=-0.706, Synergy_Loewe=2.31, Synergy_HSA=-1.96.